Dataset: Catalyst prediction with 721,799 reactions and 888 catalyst types from USPTO. Task: Predict which catalyst facilitates the given reaction. (1) Reactant: C([Li])CCC.C(NC(C)C)(C)C.[Cl:13][C:14]1[N:19]=[C:18]2[CH:20]=[CH:21][N:22]([S:23]([C:26]3[CH:31]=[CH:30][CH:29]=[CH:28][CH:27]=3)(=[O:25])=[O:24])[C:17]2=[CH:16][CH:15]=1.CN(C)[CH:34]=[O:35]. Product: [Cl:13][C:14]1[N:19]=[C:18]2[CH:20]=[C:21]([CH:34]=[O:35])[N:22]([S:23]([C:26]3[CH:31]=[CH:30][CH:29]=[CH:28][CH:27]=3)(=[O:25])=[O:24])[C:17]2=[CH:16][CH:15]=1. The catalyst class is: 1. (2) Reactant: [S:1]1[C:5]([C:6]([NH:8][NH:9]C(OC(C)(C)C)=O)=[O:7])=[CH:4][CH:3]=[N:2]1.Cl. Product: [S:1]1[C:5]([C:6]([NH:8][NH2:9])=[O:7])=[CH:4][CH:3]=[N:2]1. The catalyst class is: 5. (3) Reactant: C[O:2][C:3]1[C:8]([C:9]2[N:13]([CH3:14])[N:12]=[CH:11][N:10]=2)=[C:7]([O:15]C)[N:6]=[CH:5][N:4]=1.Cl. Product: [CH3:14][N:13]1[C:9]([C:8]2[C:7]([OH:15])=[N:6][CH:5]=[N:4][C:3]=2[OH:2])=[N:10][CH:11]=[N:12]1. The catalyst class is: 15. (4) Reactant: [CH3:1][C:2]1[CH:7]=[C:6]([CH3:8])[CH:5]=[CH:4][C:3]=1[NH:9][CH2:10][CH:11]([CH3:13])[CH3:12].[F:14][C:15]1[CH:20]=[CH:19][C:18]([S:21](Cl)(=[O:23])=[O:22])=[CH:17][C:16]=1[CH3:25]. Product: [CH3:1][C:2]1[CH:7]=[C:6]([CH3:8])[CH:5]=[CH:4][C:3]=1[N:9]([CH2:10][CH:11]([CH3:13])[CH3:12])[S:21]([C:18]1[CH:19]=[CH:20][C:15]([F:14])=[C:16]([CH3:25])[CH:17]=1)(=[O:22])=[O:23]. The catalyst class is: 17.